This data is from NCI-60 drug combinations with 297,098 pairs across 59 cell lines. The task is: Regression. Given two drug SMILES strings and cell line genomic features, predict the synergy score measuring deviation from expected non-interaction effect. (1) Drug 1: CCCS(=O)(=O)NC1=C(C(=C(C=C1)F)C(=O)C2=CNC3=C2C=C(C=N3)C4=CC=C(C=C4)Cl)F. Drug 2: CCC1(C2=C(COC1=O)C(=O)N3CC4=CC5=C(C=CC(=C5CN(C)C)O)N=C4C3=C2)O.Cl. Cell line: NCI-H226. Synergy scores: CSS=17.8, Synergy_ZIP=-5.60, Synergy_Bliss=-4.00, Synergy_Loewe=-23.8, Synergy_HSA=-5.17. (2) Drug 1: C1C(C(OC1N2C=C(C(=O)NC2=O)F)CO)O. Drug 2: CCC1=C2CN3C(=CC4=C(C3=O)COC(=O)C4(CC)O)C2=NC5=C1C=C(C=C5)O. Cell line: PC-3. Synergy scores: CSS=15.6, Synergy_ZIP=-8.40, Synergy_Bliss=-4.62, Synergy_Loewe=-8.43, Synergy_HSA=-3.31. (3) Drug 1: C1C(C(OC1N2C=C(C(=O)NC2=O)F)CO)O. Drug 2: CCCCCOC(=O)NC1=NC(=O)N(C=C1F)C2C(C(C(O2)C)O)O. Cell line: HCC-2998. Synergy scores: CSS=42.9, Synergy_ZIP=2.60, Synergy_Bliss=2.64, Synergy_Loewe=-7.95, Synergy_HSA=4.65. (4) Drug 1: C(CN)CNCCSP(=O)(O)O. Drug 2: COCCOC1=C(C=C2C(=C1)C(=NC=N2)NC3=CC=CC(=C3)C#C)OCCOC.Cl. Cell line: SK-MEL-2. Synergy scores: CSS=8.08, Synergy_ZIP=8.66, Synergy_Bliss=17.1, Synergy_Loewe=8.45, Synergy_HSA=9.45. (5) Drug 1: CC1C(C(CC(O1)OC2CC(CC3=C2C(=C4C(=C3O)C(=O)C5=C(C4=O)C(=CC=C5)OC)O)(C(=O)C)O)N)O.Cl. Drug 2: CN(C)C1=NC(=NC(=N1)N(C)C)N(C)C. Cell line: SNB-75. Synergy scores: CSS=28.8, Synergy_ZIP=3.58, Synergy_Bliss=11.6, Synergy_Loewe=-52.0, Synergy_HSA=9.77. (6) Drug 1: CCC1(CC2CC(C3=C(CCN(C2)C1)C4=CC=CC=C4N3)(C5=C(C=C6C(=C5)C78CCN9C7C(C=CC9)(C(C(C8N6C=O)(C(=O)OC)O)OC(=O)C)CC)OC)C(=O)OC)O.OS(=O)(=O)O. Drug 2: CS(=O)(=O)CCNCC1=CC=C(O1)C2=CC3=C(C=C2)N=CN=C3NC4=CC(=C(C=C4)OCC5=CC(=CC=C5)F)Cl. Cell line: OVCAR-4. Synergy scores: CSS=11.6, Synergy_ZIP=7.70, Synergy_Bliss=9.00, Synergy_Loewe=7.44, Synergy_HSA=8.59. (7) Drug 1: C1=CC(=CC=C1CCCC(=O)O)N(CCCl)CCCl. Drug 2: C1=CC=C(C=C1)NC(=O)CCCCCCC(=O)NO. Cell line: DU-145. Synergy scores: CSS=64.7, Synergy_ZIP=-0.0300, Synergy_Bliss=1.46, Synergy_Loewe=0.528, Synergy_HSA=4.26.